This data is from hERG potassium channel inhibition data for cardiac toxicity prediction from Karim et al.. The task is: Regression/Classification. Given a drug SMILES string, predict its toxicity properties. Task type varies by dataset: regression for continuous values (e.g., LD50, hERG inhibition percentage) or binary classification for toxic/non-toxic outcomes (e.g., AMES mutagenicity, cardiotoxicity, hepatotoxicity). Dataset: herg_karim. (1) The drug is CC1(O)CCN(Cc2ccc(OC3CN(C(=O)c4nnc(-c5ccccc5)o4)C3)cc2)C1. The result is 0 (non-blocker). (2) The molecule is CN(CCN(C)S(=O)(=O)c1ccc(NS(C)(=O)=O)cc1)c1nc2ccccc2n1C. The result is 1 (blocker). (3) The molecule is COc1ccc(-n2cc3nc(-c4ccccc4C)n(CC4CCCN(C(C)C)C4)c(=O)c3n2)cc1. The result is 0 (non-blocker).